From a dataset of Forward reaction prediction with 1.9M reactions from USPTO patents (1976-2016). Predict the product of the given reaction. (1) Given the reactants [O:1]=[C:2]1[CH:6]=[CH:5][C:4](=[O:7])[N:3]1[CH2:8][CH2:9][CH2:10][CH2:11][CH2:12][C:13]([NH:15][C@@H:16]([CH:39]([CH3:41])[CH3:40])[C:17]([NH:19][C@@H:20]([CH2:32][CH2:33][CH2:34][NH:35][C:36]([NH2:38])=[O:37])[C:21]([NH:23][C:24]1[CH:29]=[CH:28][C:27]([CH2:30][OH:31])=[CH:26][CH:25]=1)=[O:22])=[O:18])=[O:14].C(N(CC)C(C)C)(C)C.[C:51](=O)([O:62]C1C=CC([N+]([O-])=O)=CC=1)[O:52][C:53]1[CH:58]=[CH:57][C:56]([N+:59]([O-:61])=[O:60])=[CH:55][CH:54]=1, predict the reaction product. The product is: [C:51](=[O:62])([O:52][C:53]1[CH:54]=[CH:55][C:56]([N+:59]([O-:61])=[O:60])=[CH:57][CH:58]=1)[O:31][CH2:30][C:27]1[CH:28]=[CH:29][C:24]([NH:23][C:21](=[O:22])[C@@H:20]([NH:19][C:17](=[O:18])[C@@H:16]([NH:15][C:13](=[O:14])[CH2:12][CH2:11][CH2:10][CH2:9][CH2:8][N:3]2[C:4](=[O:7])[CH:5]=[CH:6][C:2]2=[O:1])[CH:39]([CH3:41])[CH3:40])[CH2:32][CH2:33][CH2:34][NH:35][C:36]([NH2:38])=[O:37])=[CH:25][CH:26]=1. (2) Given the reactants [Cl:1][CH2:2][CH2:3][CH2:4][O:5][C:6]1[CH:28]=[CH:27][C:9]([CH2:10][C@@H:11]([C:23]([O:25]C)=[O:24])[NH:12][C:13](=[O:22])[C:14]2[C:19]([Cl:20])=[CH:18][CH:17]=[CH:16][C:15]=2[Cl:21])=[CH:8][CH:7]=1.O.[OH-].[Li+].O, predict the reaction product. The product is: [Cl:1][CH2:2][CH2:3][CH2:4][O:5][C:6]1[CH:7]=[CH:8][C:9]([CH2:10][C@@H:11]([C:23]([OH:25])=[O:24])[NH:12][C:13](=[O:22])[C:14]2[C:15]([Cl:21])=[CH:16][CH:17]=[CH:18][C:19]=2[Cl:20])=[CH:27][CH:28]=1. (3) The product is: [N:53]1[CH:47]=[CH:48][CH:49]=[C:50]([CH2:22][O:21][CH2:2][C:3]2[CH:4]=[C:5]([N:9]3[C:13]4[CH:14]=[CH:15][C:16]([CH:18]=[N:19][OH:20])=[CH:17][C:12]=4[N:11]=[CH:10]3)[CH:6]=[CH:7][CH:8]=2)[CH:52]=1. Given the reactants C[CH:2]([O:21][CH2:22]C1NC=CN=1)[C:3]1[CH:4]=[C:5]([N:9]2[C:13]3[CH:14]=[CH:15][C:16]([CH:18]=[N:19][OH:20])=[CH:17][C:12]=3[N:11]=[CH:10]2)[CH:6]=[CH:7][CH:8]=1.CN1C(COCC2C=C(N3[C:47]4[CH:48]=[CH:49][C:50]([CH:52]=[N:53]O)=CC=4N=C3)C=CC=2)=NC=N1.CON.CN1C(COCC2C=C(N3C4C=CC(C=NO)=CC=4N=C3)C=CC=2)=CC=N1.S1C=CN=C1COCC1C=C(N2C3C=CC(C=NO)=CC=3N=C2)C=CC=1, predict the reaction product. (4) Given the reactants Br[C:2]1[N:3]=[CH:4][C:5]2[C:10]([CH:11]=1)=[CH:9][N:8]([CH2:12][C:13]1[CH:18]=[CH:17][C:16]([S:19]([NH2:22])(=[O:21])=[O:20])=[CH:15][CH:14]=1)[C:7](=[O:23])[CH:6]=2.[C:24]1([CH2:30][C:31]#[CH:32])[CH:29]=[CH:28][CH:27]=[CH:26][CH:25]=1.C(N(CC)CC)C, predict the reaction product. The product is: [O:23]=[C:7]1[CH:6]=[C:5]2[C:10]([CH:11]=[C:2]([C:32]#[C:31][CH2:30][C:24]3[CH:29]=[CH:28][CH:27]=[CH:26][CH:25]=3)[N:3]=[CH:4]2)=[CH:9][N:8]1[CH2:12][C:13]1[CH:18]=[CH:17][C:16]([S:19]([NH2:22])(=[O:21])=[O:20])=[CH:15][CH:14]=1. (5) Given the reactants [CH2:1]([O:8][C:9](=[O:23])/[CH:10]=[CH:11]/[C:12]1[CH:22]=[CH:21][CH:20]=[CH:19][C:13]=1[C:14]([O:16][CH2:17][CH3:18])=[O:15])[C:2]1[CH:7]=[CH:6][CH:5]=[CH:4][CH:3]=1.CO[CH2:26][N:27]([CH2:33][C:34]1[CH:39]=[CH:38][CH:37]=[CH:36][CH:35]=1)[CH2:28][Si](C)(C)C.FC(F)(F)C(O)=O, predict the reaction product. The product is: [CH2:33]([N:27]1[CH2:28][C@@H:11]([C:12]2[CH:22]=[CH:21][CH:20]=[CH:19][C:13]=2[C:14]([O:16][CH2:17][CH3:18])=[O:15])[C@H:10]([C:9]([O:8][CH2:1][C:2]2[CH:3]=[CH:4][CH:5]=[CH:6][CH:7]=2)=[O:23])[CH2:26]1)[C:34]1[CH:39]=[CH:38][CH:37]=[CH:36][CH:35]=1. (6) Given the reactants [Br:1][C:2]1[CH:7]=[CH:6][C:5]([OH:8])=[CH:4][CH:3]=1.O[CH:10]1[CH2:13][N:12]([C:14]([O:16][C:17]([CH3:20])([CH3:19])[CH3:18])=[O:15])[CH2:11]1.C1C=CC(P(C2C=CC=CC=2)C2C=CC=CC=2)=CC=1.CC(OC(/N=N/C(OC(C)C)=O)=O)C, predict the reaction product. The product is: [Br:1][C:2]1[CH:7]=[CH:6][C:5]([O:8][CH:10]2[CH2:11][N:12]([C:14]([O:16][C:17]([CH3:20])([CH3:19])[CH3:18])=[O:15])[CH2:13]2)=[CH:4][CH:3]=1. (7) Given the reactants CC([O-])(C)C.[K+].[Cl:7][C:8]1[CH:13]=[C:12]([N+]([O-])=O)[CH:11]=[CH:10][N:9]=1.[CH3:17][O:18][CH2:19][CH2:20][OH:21], predict the reaction product. The product is: [Cl:7][C:8]1[CH:13]=[C:12]([O:21][CH2:20][CH2:19][O:18][CH3:17])[CH:11]=[CH:10][N:9]=1.